Dataset: Full USPTO retrosynthesis dataset with 1.9M reactions from patents (1976-2016). Task: Predict the reactants needed to synthesize the given product. Given the product [CH:22]1([NH:25][C:26](=[O:27])[NH:28][C:29]2[CH:34]=[CH:33][C:32]([C:2]3[N:3]=[C:4]([N:16]4[CH2:21][CH2:20][O:19][CH2:18][CH2:17]4)[C:5]4[CH2:10][N:9]([C:11]([O:13][CH2:14][CH3:15])=[O:12])[CH2:8][C:6]=4[N:7]=3)=[C:31]([F:44])[CH:30]=2)[CH2:23][CH2:24]1, predict the reactants needed to synthesize it. The reactants are: Cl[C:2]1[N:3]=[C:4]([N:16]2[CH2:21][CH2:20][O:19][CH2:18][CH2:17]2)[C:5]2[CH2:10][N:9]([C:11]([O:13][CH2:14][CH3:15])=[O:12])[CH2:8][C:6]=2[N:7]=1.[CH:22]1([NH:25][C:26]([NH:28][C:29]2[CH:34]=[CH:33][C:32](B3OC(C)(C)C(C)(C)O3)=[C:31]([F:44])[CH:30]=2)=[O:27])[CH2:24][CH2:23]1.ClCCl.C(=O)([O-])[O-].[Na+].[Na+].